The task is: Predict which catalyst facilitates the given reaction.. This data is from Catalyst prediction with 721,799 reactions and 888 catalyst types from USPTO. (1) Reactant: [NH2:1][C:2]1[CH:23]=[CH:22][C:5]([O:6][C:7]2[CH:8]=[CH:9][C:10]3[N:11]([CH:13]=[C:14]([NH:16][C:17]([CH:19]4[CH2:21][CH2:20]4)=[O:18])[N:15]=3)[CH:12]=2)=[CH:4][C:3]=1[F:24].[F:25][C:26]1[CH:31]=[CH:30][C:29]([N:32]2[C:37]([CH3:38])=[CH:36][CH:35]=[C:34]([C:39](O)=[O:40])[C:33]2=[O:42])=[CH:28][CH:27]=1.CN(C(ON1N=NC2C=CC=NC1=2)=[N+](C)C)C.F[P-](F)(F)(F)(F)F.C(N(CC)C(C)C)(C)C.C(=O)([O-])O.[Na+]. Product: [CH:19]1([C:17]([NH:16][C:14]2[N:15]=[C:10]3[CH:9]=[CH:8][C:7]([O:6][C:5]4[CH:22]=[CH:23][C:2]([NH:1][C:39]([C:34]5[C:33](=[O:42])[N:32]([C:29]6[CH:28]=[CH:27][C:26]([F:25])=[CH:31][CH:30]=6)[C:37]([CH3:38])=[CH:36][CH:35]=5)=[O:40])=[C:3]([F:24])[CH:4]=4)=[CH:12][N:11]3[CH:13]=2)=[O:18])[CH2:21][CH2:20]1. The catalyst class is: 80. (2) Reactant: [ClH:1].[NH2:2][C:3]1[CH:8]=[CH:7][CH:6]=[CH:5][C:4]=1[NH:9][C:10]([C:12]1[NH:13][N:14]=[C:15]2[C:20]=1[CH2:19][CH2:18][N:17](C(OC(C)(C)C)=O)[CH2:16]2)=O. Product: [ClH:1].[NH:2]1[C:3]2[CH:8]=[CH:7][CH:6]=[CH:5][C:4]=2[N:9]=[C:10]1[C:12]1[NH:13][N:14]=[C:15]2[C:20]=1[CH2:19][CH2:18][NH:17][CH2:16]2. The catalyst class is: 8. (3) Reactant: [S:1]1[CH2:6][CH2:5][C:4](=[O:7])[CH2:3][CH2:2]1.[CH3:8][O:9][S:10]([C:13]([F:16])([F:15])[F:14])(=[O:12])=[O:11]. Product: [OH:12][S:10]([C:13]([F:16])([F:15])[F:14])(=[O:11])=[O:9].[CH3:8][CH:2]1[CH2:3][C:4](=[O:7])[CH2:5][CH2:6][S:1]1. The catalyst class is: 4. (4) Reactant: [Cl:1][C:2]1[CH:10]=[C:9]([N:11]2[CH2:15][CH2:14][CH2:13][C:12]2=[O:16])[CH:8]=[CH:7][C:3]=1[C:4](O)=[O:5].S(Cl)([Cl:19])=O.CN1CCCC1=O. Product: [Cl:1][C:2]1[CH:10]=[C:9]([N:11]2[CH2:15][CH2:14][CH2:13][C:12]2=[O:16])[CH:8]=[CH:7][C:3]=1[C:4]([Cl:19])=[O:5]. The catalyst class is: 4. (5) Reactant: C[CH:2]([CH:6]([C:26]1[CH:30]=[CH:29][N:28]([CH:31]([CH3:33])[CH3:32])[N:27]=1)[N:7]1[CH2:13][CH2:12][CH2:11][N:10]([C:14]2[C:15]([O:24][CH3:25])=[CH:16][CH:17]=[C:18]3[C:23]=2[N:22]=[CH:21][CH:20]=[CH:19]3)[CH2:9][CH2:8]1)[C:3]([OH:5])=[O:4].C1COCC1.[OH-].[Na+].Cl. The catalyst class is: 5. Product: [CH:31]([N:28]1[CH:29]=[CH:30][C:26]([CH:6]([N:7]2[CH2:13][CH2:12][CH2:11][N:10]([C:14]3[C:15]([O:24][CH3:25])=[CH:16][CH:17]=[C:18]4[C:23]=3[N:22]=[CH:21][CH:20]=[CH:19]4)[CH2:9][CH2:8]2)[CH2:2][C:3]([OH:5])=[O:4])=[N:27]1)([CH3:32])[CH3:33]. (6) Reactant: O=C[C@@H:3]([C@H:5]([C@@H:7]([C@@H:9]([CH2:11][OH:12])O)O)O)O.S([O-])([O-])(=O)=O.[NH4+:18].[NH4+:19].[NH2:20][C:21]([NH2:23])=O.P([O-])([O-])(O)=O.[K+].[K+].P([O-])(O)(O)=O.[K+].[OH2:37].O.S([O-])([O-])(=O)=O.[Mg+2].C(=O)([O-])[O-].[Ca+2]. Product: [NH2:18][C@H:9]([C:11]([OH:12])=[O:37])[CH2:7][CH2:5][CH2:3][NH:20][C:21](=[NH:23])[NH2:19]. The catalyst class is: 6. (7) Reactant: Br[CH2:2][C:3]1[CH:8]=[CH:7][C:6]([C:9]([C:11]2[CH:16]=[CH:15][CH:14]=[C:13]([Cl:17])[CH:12]=2)=[O:10])=[CH:5][CH:4]=1.[NH:18]1[CH2:22][CH2:21][CH2:20][CH2:19]1.C(N(CC)CC)C. Product: [Cl:17][C:13]1[CH:12]=[C:11]([C:9]([C:6]2[CH:7]=[CH:8][C:3]([CH2:2][N:18]3[CH2:22][CH2:21][CH2:20][CH2:19]3)=[CH:4][CH:5]=2)=[O:10])[CH:16]=[CH:15][CH:14]=1. The catalyst class is: 10.